This data is from Reaction yield outcomes from USPTO patents with 853,638 reactions. The task is: Predict the reaction yield, written as a fraction of the theoretical maximum amount of product (1.0 means a 100% yield; for example, 0.34 means a 34% yield). (1) The reactants are [Br:1][C:2]1[CH:3]=[N:4][CH:5]=[CH:6][C:7]=1[CH2:8][O:9][C:10]1[CH:11]=[N:12][C:13]([N:16]2[CH2:21][CH2:20][N:19](/[C:22](=[N:29]/O)/[NH:23][C:24](=[O:28])[CH:25]([CH3:27])[CH3:26])[CH2:18][CH2:17]2)=[N:14][CH:15]=1. The catalyst is C1(C)C=CC=CC=1. The product is [Br:1][C:2]1[CH:3]=[N:4][CH:5]=[CH:6][C:7]=1[CH2:8][O:9][C:10]1[CH:15]=[N:14][C:13]([N:16]2[CH2:21][CH2:20][N:19]([C:22]3[N:23]=[C:24]([CH:25]([CH3:27])[CH3:26])[O:28][N:29]=3)[CH2:18][CH2:17]2)=[N:12][CH:11]=1. The yield is 0.930. (2) The reactants are Br.[NH2:2][CH:3]1[CH2:11][C:10]2[C:5](=[CH:6][CH:7]=[C:8]([Br:12])[CH:9]=2)[CH2:4]1.[CH3:13][C:14]([O:17][C:18](O[C:18]([O:17][C:14]([CH3:16])([CH3:15])[CH3:13])=[O:19])=[O:19])([CH3:16])[CH3:15]. The catalyst is C(Cl)Cl.CCOC(C)=O. The product is [C:18]([NH:2][CH:3]1[CH2:11][C:10]2[C:5](=[CH:6][CH:7]=[C:8]([Br:12])[CH:9]=2)[CH2:4]1)([O:17][C:14]([CH3:16])([CH3:15])[CH3:13])=[O:19]. The yield is 0.890. (3) The reactants are [N:1]1([C:7]2[N:12]3[N:13]=[C:14]([C:16]4[CH:21]=[CH:20][CH:19]=[CH:18][CH:17]=4)[CH:15]=[C:11]3[N:10]=[C:9]([NH:22][NH2:23])[CH:8]=2)[CH2:6][CH2:5][O:4][CH2:3][CH2:2]1.[CH3:24][C:25]1[O:26][C:27]2[C:33]([CH:34]=O)=[CH:32][CH:31]=[CH:30][C:28]=2[CH:29]=1.C(O)(=O)C. The catalyst is C(O)C. The product is [CH3:24][C:25]1[O:26][C:27]2[C:33]([CH:34]=[N:23][NH:22][C:9]3[CH:8]=[C:7]([N:1]4[CH2:6][CH2:5][O:4][CH2:3][CH2:2]4)[N:12]4[N:13]=[C:14]([C:16]5[CH:21]=[CH:20][CH:19]=[CH:18][CH:17]=5)[CH:15]=[C:11]4[N:10]=3)=[CH:32][CH:31]=[CH:30][C:28]=2[CH:29]=1. The yield is 0.780. (4) The reactants are Br[C:2]1[CH:3]=[CH:4][C:5]([CH3:11])=[C:6]([CH:10]=1)[C:7]([OH:9])=[O:8].[Cl:12][C:13]1[CH:14]=[C:15](B(O)O)[CH:16]=[CH:17][CH:18]=1.C([O-])([O-])=O.[Na+].[Na+]. The catalyst is C1C=CC([P]([Pd]([P](C2C=CC=CC=2)(C2C=CC=CC=2)C2C=CC=CC=2)([P](C2C=CC=CC=2)(C2C=CC=CC=2)C2C=CC=CC=2)[P](C2C=CC=CC=2)(C2C=CC=CC=2)C2C=CC=CC=2)(C2C=CC=CC=2)C2C=CC=CC=2)=CC=1. The product is [Cl:12][C:13]1[CH:18]=[C:17]([C:2]2[CH:3]=[CH:4][C:5]([CH3:11])=[C:6]([C:7]([OH:9])=[O:8])[CH:10]=2)[CH:16]=[CH:15][CH:14]=1. The yield is 0.732. (5) The reactants are [H-].[Na+].CN(C)C=O.[OH:8][C:9]1[C:18]2[C:13](=[CH:14][CH:15]=[CH:16][CH:17]=2)[N:12]=[CH:11][N:10]=1.Br[CH2:20][C:21]1[C:25]([C:26]#[N:27])=[C:24]([N:28]2[CH2:33][CH2:32][O:31][CH2:30][CH2:29]2)[S:23][C:22]=1[C:34]([O:36][CH3:37])=[O:35]. The catalyst is CO.C(Cl)Cl. The product is [C:26]([C:25]1[C:21]([CH2:20][N:10]2[C:9](=[O:8])[C:18]3[C:13](=[CH:14][CH:15]=[CH:16][CH:17]=3)[N:12]=[CH:11]2)=[C:22]([C:34]([O:36][CH3:37])=[O:35])[S:23][C:24]=1[N:28]1[CH2:33][CH2:32][O:31][CH2:30][CH2:29]1)#[N:27]. The yield is 0.874. (6) The reactants are [CH3:1][O:2][CH2:3][C@@H:4]1[CH2:8][N:7]([C:9]([O:11][C:12]([CH3:15])([CH3:14])[CH3:13])=[O:10])[C@H:6]([C:16]2[NH:20][C:19]3[C:21]4[C:26]([CH:27]=[CH:28][C:18]=3[N:17]=2)=[CH:25][C:24]2[C:29]3[C:34]([CH2:35][O:36][C:23]=2[CH:22]=4)=[CH:33][C:32](B2OC(C)(C)C(C)(C)O2)=[CH:31][CH:30]=3)[CH2:5]1.Br[C:47]1[NH:51][C:50]([C@@H:52]2[CH2:56][C@H:55]([CH3:57])[CH2:54][N:53]2[C:58](=[O:69])[C@@H:59]([NH:64][C:65](=[O:68])[O:66][CH3:67])[C@@H:60]([CH3:63])[CH2:61][CH3:62])=[N:49][CH:48]=1.C([O-])([O-])=O.[K+].[K+]. The catalyst is CS(C)=O.C1C=CC([P]([Pd]([P](C2C=CC=CC=2)(C2C=CC=CC=2)C2C=CC=CC=2)([P](C2C=CC=CC=2)(C2C=CC=CC=2)C2C=CC=CC=2)[P](C2C=CC=CC=2)(C2C=CC=CC=2)C2C=CC=CC=2)(C2C=CC=CC=2)C2C=CC=CC=2)=CC=1.C1C=CC(P(C2C=CC=CC=2)[C-]2C=CC=C2)=CC=1.C1C=CC(P(C2C=CC=CC=2)[C-]2C=CC=C2)=CC=1.Cl[Pd]Cl.[Fe+2]. The product is [CH3:67][O:66][C:65]([NH:64][C@H:59]([C:58]([N:53]1[CH2:54][C@@H:55]([CH3:57])[CH2:56][C@H:52]1[C:50]1[NH:51][C:47]([C:32]2[CH:33]=[C:34]3[CH2:35][O:36][C:23]4[CH:22]=[C:21]5[C:26]([CH:27]=[CH:28][C:18]6[N:17]=[C:16]([C@@H:6]7[CH2:5][C@H:4]([CH2:3][O:2][CH3:1])[CH2:8][N:7]7[C:9]([O:11][C:12]([CH3:14])([CH3:15])[CH3:13])=[O:10])[NH:20][C:19]=65)=[CH:25][C:24]=4[C:29]3=[CH:30][CH:31]=2)=[CH:48][N:49]=1)=[O:69])[C@@H:60]([CH2:61][CH3:62])[CH3:63])=[O:68]. The yield is 0.620. (7) The reactants are Cl[CH2:2][C:3]1[O:4][C:5]2[CH:11]=[C:10]([C:12]3[C:20]4[C:15](=[CH:16][C:17]([F:21])=[CH:18][CH:19]=4)[N:14]([S:22]([C:25]4[CH:30]=[CH:29][CH:28]=[CH:27][CH:26]=4)(=[O:24])=[O:23])[CH:13]=3)[CH:9]=[CH:8][C:6]=2[N:7]=1.[CH3:31][N:32]1[CH2:37][CH2:36][NH:35][CH2:34][CH2:33]1. The catalyst is CN(C=O)C. The product is [F:21][C:17]1[CH:16]=[C:15]2[C:20]([C:12]([C:10]3[CH:9]=[CH:8][C:6]4[N:7]=[C:3]([CH2:2][N:35]5[CH2:36][CH2:37][N:32]([CH3:31])[CH2:33][CH2:34]5)[O:4][C:5]=4[CH:11]=3)=[CH:13][N:14]2[S:22]([C:25]2[CH:30]=[CH:29][CH:28]=[CH:27][CH:26]=2)(=[O:24])=[O:23])=[CH:19][CH:18]=1. The yield is 0.840. (8) The reactants are [NH2:1][C:2]1[CH:3]=[CH:4][CH:5]=[C:6]2[C:11]=1[CH:10]=[C:9]([OH:12])[CH:8]=[CH:7]2.[C:13]([O:17][C:18](O[C:18]([O:17][C:13]([CH3:16])([CH3:15])[CH3:14])=[O:19])=[O:19])([CH3:16])([CH3:15])[CH3:14].C(=O)([O-])[O-].[Na+].[Na+]. The catalyst is O1CCCC1.ClCCl. The product is [OH:12][C:9]1[CH:10]=[C:11]2[C:6]([CH:5]=[CH:4][CH:3]=[C:2]2[NH:1][C:18](=[O:19])[O:17][C:13]([CH3:16])([CH3:15])[CH3:14])=[CH:7][CH:8]=1. The yield is 0.660. (9) The reactants are Br[C:2]1[CH:3]=[C:4]([Cl:20])[C:5]([CH2:8][N:9]2[C:17](=[O:18])[C:16]3[C:11](=[CH:12][CH:13]=[CH:14][CH:15]=3)[C:10]2=[O:19])=[N:6][CH:7]=1.C([O-])([O-])=O.[K+].[K+].[C:27]1(C)C=CC=C[CH:28]=1. The catalyst is C1C=CC([P]([Pd]([P](C2C=CC=CC=2)(C2C=CC=CC=2)C2C=CC=CC=2)([P](C2C=CC=CC=2)(C2C=CC=CC=2)C2C=CC=CC=2)[P](C2C=CC=CC=2)(C2C=CC=CC=2)C2C=CC=CC=2)(C2C=CC=CC=2)C2C=CC=CC=2)=CC=1. The product is [Cl:20][C:4]1[C:5]([CH2:8][N:9]2[C:17](=[O:18])[C:16]3[C:11](=[CH:12][CH:13]=[CH:14][CH:15]=3)[C:10]2=[O:19])=[N:6][CH:7]=[C:2]([CH:27]=[CH2:28])[CH:3]=1. The yield is 0.650. (10) The reactants are OC1C=CC([CH2:8][C:9]#[N:10])=CC=1.[CH2:11]=[O:12].[OH2:13].[C:14]1([CH3:24])[CH:19]=[CH:18][C:17](S(O)(=O)=O)=[CH:16][CH:15]=1. The catalyst is C1(C)C=CC=CC=1. The product is [O:12]1[C:15]2[CH:16]=[CH:17][C:18]([CH2:8][C:9]#[N:10])=[CH:19][C:14]=2[CH2:24][O:13][CH2:11]1. The yield is 0.320.